Dataset: NCI-60 drug combinations with 297,098 pairs across 59 cell lines. Task: Regression. Given two drug SMILES strings and cell line genomic features, predict the synergy score measuring deviation from expected non-interaction effect. (1) Drug 1: CN(CCCl)CCCl.Cl. Drug 2: CN(C(=O)NC(C=O)C(C(C(CO)O)O)O)N=O. Cell line: PC-3. Synergy scores: CSS=7.67, Synergy_ZIP=0.107, Synergy_Bliss=6.40, Synergy_Loewe=-4.27, Synergy_HSA=2.23. (2) Drug 1: C1C(C(OC1N2C=C(C(=O)NC2=O)F)CO)O. Drug 2: C1C(C(OC1N2C=NC(=NC2=O)N)CO)O. Cell line: SK-MEL-5. Synergy scores: CSS=13.9, Synergy_ZIP=-2.08, Synergy_Bliss=2.67, Synergy_Loewe=-4.74, Synergy_HSA=0.974. (3) Drug 1: CN(CC1=CN=C2C(=N1)C(=NC(=N2)N)N)C3=CC=C(C=C3)C(=O)NC(CCC(=O)O)C(=O)O. Drug 2: CC(C)NC(=O)C1=CC=C(C=C1)CNNC.Cl. Cell line: LOX IMVI. Synergy scores: CSS=48.9, Synergy_ZIP=2.77, Synergy_Bliss=1.34, Synergy_Loewe=-26.2, Synergy_HSA=-0.369. (4) Drug 1: CC1C(C(CC(O1)OC2CC(OC(C2O)C)OC3=CC4=CC5=C(C(=O)C(C(C5)C(C(=O)C(C(C)O)O)OC)OC6CC(C(C(O6)C)O)OC7CC(C(C(O7)C)O)OC8CC(C(C(O8)C)O)(C)O)C(=C4C(=C3C)O)O)O)O. Drug 2: CNC(=O)C1=NC=CC(=C1)OC2=CC=C(C=C2)NC(=O)NC3=CC(=C(C=C3)Cl)C(F)(F)F. Cell line: MALME-3M. Synergy scores: CSS=66.8, Synergy_ZIP=-2.14, Synergy_Bliss=-2.82, Synergy_Loewe=-25.0, Synergy_HSA=-1.53. (5) Drug 1: C1=NC2=C(N1)C(=S)N=C(N2)N. Drug 2: COC1=C2C(=CC3=C1OC=C3)C=CC(=O)O2. Cell line: SF-295. Synergy scores: CSS=30.8, Synergy_ZIP=-0.683, Synergy_Bliss=-1.90, Synergy_Loewe=-14.6, Synergy_HSA=-1.46. (6) Drug 1: C1=NC2=C(N=C(N=C2N1C3C(C(C(O3)CO)O)F)Cl)N. Drug 2: COC1=C2C(=CC3=C1OC=C3)C=CC(=O)O2. Cell line: SK-MEL-28. Synergy scores: CSS=6.62, Synergy_ZIP=-0.667, Synergy_Bliss=-2.55, Synergy_Loewe=-17.5, Synergy_HSA=-2.81. (7) Drug 1: C1=CN(C(=O)N=C1N)C2C(C(C(O2)CO)O)O.Cl. Drug 2: CC(C)NC(=O)C1=CC=C(C=C1)CNNC.Cl. Cell line: T-47D. Synergy scores: CSS=6.74, Synergy_ZIP=-0.107, Synergy_Bliss=3.55, Synergy_Loewe=-5.31, Synergy_HSA=2.12. (8) Drug 1: CC12CCC3C(C1CCC2=O)CC(=C)C4=CC(=O)C=CC34C. Drug 2: C1=NC(=NC(=O)N1C2C(C(C(O2)CO)O)O)N. Cell line: KM12. Synergy scores: CSS=47.9, Synergy_ZIP=-2.73, Synergy_Bliss=-12.5, Synergy_Loewe=-13.9, Synergy_HSA=-14.3. (9) Drug 1: CCC1(CC2CC(C3=C(CCN(C2)C1)C4=CC=CC=C4N3)(C5=C(C=C6C(=C5)C78CCN9C7C(C=CC9)(C(C(C8N6C=O)(C(=O)OC)O)OC(=O)C)CC)OC)C(=O)OC)O.OS(=O)(=O)O. Drug 2: CC12CCC3C(C1CCC2O)C(CC4=C3C=CC(=C4)O)CCCCCCCCCS(=O)CCCC(C(F)(F)F)(F)F. Cell line: OVCAR-8. Synergy scores: CSS=8.95, Synergy_ZIP=19.1, Synergy_Bliss=19.1, Synergy_Loewe=2.22, Synergy_HSA=15.8.